This data is from Full USPTO retrosynthesis dataset with 1.9M reactions from patents (1976-2016). The task is: Predict the reactants needed to synthesize the given product. (1) Given the product [C:9]([O:13][C:14]([CH:16]1[CH2:21][CH2:20][N:19]([C:22]2[C:23]([C:35]#[N:36])=[CH:24][C:25]([C:29]([O:31][CH:32]([CH3:33])[CH3:34])=[O:30])=[C:26]([O:28][CH3:3])[N:27]=2)[CH2:18][CH2:17]1)=[O:15])([CH3:10])([CH3:12])[CH3:11], predict the reactants needed to synthesize it. The reactants are: CI.[C:3]([O-])([O-])=O.[K+].[K+].[C:9]([O:13][C:14]([CH:16]1[CH2:21][CH2:20][N:19]([C:22]2[NH:27][C:26](=[O:28])[C:25]([C:29]([O:31][CH:32]([CH3:34])[CH3:33])=[O:30])=[CH:24][C:23]=2[C:35]#[N:36])[CH2:18][CH2:17]1)=[O:15])([CH3:12])([CH3:11])[CH3:10].C(Cl)Cl. (2) Given the product [Br:8][C:9]1[CH:10]=[C:11]([C:17]2[N:3]=[N:2][C:4]([S:6][CH3:7])=[N:5][CH:18]=2)[CH:12]=[C:13]([Br:16])[C:14]=1[OH:15], predict the reactants needed to synthesize it. The reactants are: I.[NH:2]([C:4]([S:6][CH3:7])=[NH:5])[NH2:3].[Br:8][C:9]1[CH:10]=[C:11]([C:17](=O)[CH:18]=NO)[CH:12]=[C:13]([Br:16])[C:14]=1[OH:15].